Dataset: Forward reaction prediction with 1.9M reactions from USPTO patents (1976-2016). Task: Predict the product of the given reaction. (1) Given the reactants [C:1]([C:5]1[C:6]([Cl:31])=[C:7]([C:11]2[NH:15][C:14]3[C:16]([C:27]([F:30])([F:29])[F:28])=[CH:17][C:18]([C:20]4[CH:25]=[CH:24][CH:23]=[CH:22][C:21]=4[F:26])=[CH:19][C:13]=3[N:12]=2)[N:8]([CH3:10])[N:9]=1)([CH3:4])([CH3:3])[CH3:2].Cl, predict the reaction product. The product is: [ClH:31].[C:1]([C:5]1[C:6]([Cl:31])=[C:7]([C:11]2[NH:15][C:14]3[C:16]([C:27]([F:28])([F:30])[F:29])=[CH:17][C:18]([C:20]4[CH:25]=[CH:24][CH:23]=[CH:22][C:21]=4[F:26])=[CH:19][C:13]=3[N:12]=2)[N:8]([CH3:10])[N:9]=1)([CH3:4])([CH3:2])[CH3:3]. (2) Given the reactants [F:1][C:2]1[CH:22]=[CH:21][C:5]([CH2:6][O:7][CH2:8][C:9]([NH:11][CH2:12][CH2:13][CH2:14][CH:15]2[CH2:20][CH2:19][NH:18][CH2:17][CH2:16]2)=[O:10])=[CH:4][CH:3]=1.C(N(CC)CC)C.[CH3:30][O:31][C:32]1[CH:33]=[C:34]([N:40]=[C:41]=[O:42])[CH:35]=[CH:36][C:37]=1[O:38][CH3:39], predict the reaction product. The product is: [F:1][C:2]1[CH:22]=[CH:21][C:5]([CH2:6][O:7][CH2:8][C:9]([NH:11][CH2:12][CH2:13][CH2:14][CH:15]2[CH2:16][CH2:17][N:18]([C:41]([NH:40][C:34]3[CH:35]=[CH:36][C:37]([O:38][CH3:39])=[C:32]([O:31][CH3:30])[CH:33]=3)=[O:42])[CH2:19][CH2:20]2)=[O:10])=[CH:4][CH:3]=1.